Task: Predict the product of the given reaction.. Dataset: Forward reaction prediction with 1.9M reactions from USPTO patents (1976-2016) The product is: [Br:1][C:2]1[C:7]([O:8][CH3:9])=[CH:6][C:5]([C:10]2[O:11][C:12]([C:21](=[O:22])[CH:20]([O:19][CH2:17][CH3:18])[C:27]3[CH:28]=[CH:29][C:30]([N:33]4[CH2:34][CH2:35][O:36][CH2:37][CH2:38]4)=[CH:31][CH:32]=3)=[CH:13][CH:14]=2)=[CH:4][C:3]=1[O:15][CH3:16]. Given the reactants [Br:1][C:2]1[C:7]([O:8][CH3:9])=[CH:6][C:5]([C:10]2[O:11][CH:12]=[CH:13][CH:14]=2)=[CH:4][C:3]=1[O:15][CH3:16].[CH2:17]([O:19][CH:20]([C:27]1[CH:32]=[CH:31][C:30]([N:33]2[CH2:38][CH2:37][O:36][CH2:35][CH2:34]2)=[CH:29][CH:28]=1)[C:21](N(OC)C)=[O:22])[CH3:18], predict the reaction product.